Dataset: Peptide-MHC class I binding affinity with 185,985 pairs from IEDB/IMGT. Task: Regression. Given a peptide amino acid sequence and an MHC pseudo amino acid sequence, predict their binding affinity value. This is MHC class I binding data. (1) The binding affinity (normalized) is 0.0217. The peptide sequence is KEAPQFPHG. The MHC is Mamu-B03 with pseudo-sequence Mamu-B03. (2) The peptide sequence is QLLLEVEQEI. The MHC is HLA-B44:02 with pseudo-sequence HLA-B44:02. The binding affinity (normalized) is 0. (3) The peptide sequence is RYPLTLGW. The MHC is HLA-B57:01 with pseudo-sequence HLA-B57:01. The binding affinity (normalized) is 0.195. (4) The peptide sequence is IPYLRNYMVI. The MHC is HLA-A02:02 with pseudo-sequence HLA-A02:02. The binding affinity (normalized) is 0. (5) The binding affinity (normalized) is 0.0847. The MHC is HLA-B57:01 with pseudo-sequence HLA-B57:01. The peptide sequence is KSRCASPST. (6) The peptide sequence is FLKEEGGL. The MHC is HLA-B18:01 with pseudo-sequence HLA-B18:01. The binding affinity (normalized) is 0.